Predict the reaction yield, written as a fraction of the theoretical maximum amount of product (1.0 means a 100% yield; for example, 0.34 means a 34% yield). From a dataset of Reaction yield outcomes from USPTO patents with 853,638 reactions. (1) The reactants are [CH3:1][N:2]([CH3:24])[CH2:3][CH2:4][CH2:5][NH:6][C:7]1[C:16]2[C:11](=[CH:12][CH:13]=[CH:14][CH:15]=2)[N:10]=[C:9]([CH2:17][N:18]2[CH2:23][CH2:22][NH:21][CH2:20][CH2:19]2)[N:8]=1.C(=O)([O-])[O-].[K+].[K+].[I-].[K+].[Cl:33][C:34]1[CH:39]=[CH:38][C:37]([CH:40](Cl)[C:41]2[CH:46]=[CH:45][C:44]([Cl:47])=[CH:43][CH:42]=2)=[CH:36][CH:35]=1. The catalyst is C(#N)C. The product is [Cl:33][C:34]1[CH:35]=[CH:36][C:37]([CH:40]([C:41]2[CH:46]=[CH:45][C:44]([Cl:47])=[CH:43][CH:42]=2)[N:21]2[CH2:20][CH2:19][N:18]([CH2:17][C:9]3[N:8]=[C:7]([NH:6][CH2:5][CH2:4][CH2:3][N:2]([CH3:1])[CH3:24])[C:16]4[C:11](=[CH:12][CH:13]=[CH:14][CH:15]=4)[N:10]=3)[CH2:23][CH2:22]2)=[CH:38][CH:39]=1. The yield is 0.510. (2) The reactants are [C:1](=[O:4])([O-:3])[O-].[K+].[K+].[CH3:7][O:8][C:9](=[O:55])[C@H:10]([O:24][C:25]1[C:30]([Br:31])=[CH:29][C:28]([C:32]2[CH:37]=[CH:36][C:35]([C:38]3[C:39]4[CH:53]=[CH:52][CH:51]=[CH:50][C:40]=4[S:41][C:42]=3[CH2:43][C:44]3[CH:49]=[CH:48][CH:47]=[CH:46][CH:45]=3)=[CH:34][CH:33]=2)=[CH:27][C:26]=1[Br:54])[CH2:11][CH2:12][N:13]1C(=O)[C:20]2[C:15](=[CH:16][CH:17]=[CH:18][CH:19]=2)[C:14]1=[O:23].CO.Cl. The catalyst is O. The product is [CH2:43]([C:42]1[S:41][C:40]2[CH:50]=[CH:51][CH:52]=[CH:53][C:39]=2[C:38]=1[C:35]1[CH:36]=[CH:37][C:32]([C:28]2[CH:27]=[C:26]([Br:54])[C:25]([O:24][C@@H:10]([C:9]([O:8][CH3:7])=[O:55])[CH2:11][CH2:12][NH:13][C:14](=[O:23])[C:15]3[C:20](=[CH:19][CH:18]=[CH:17][CH:16]=3)[C:1]([OH:3])=[O:4])=[C:30]([Br:31])[CH:29]=2)=[CH:33][CH:34]=1)[C:44]1[CH:49]=[CH:48][CH:47]=[CH:46][CH:45]=1. The yield is 0.630.